From a dataset of Full USPTO retrosynthesis dataset with 1.9M reactions from patents (1976-2016). Predict the reactants needed to synthesize the given product. (1) The reactants are: C[O:2][C:3](=O)[CH:4]([CH:21]1[CH2:26][CH2:25][CH2:24][CH2:23][CH2:22]1)[C:5]([C:7]1[CH:12]=[CH:11][C:10]([O:13][CH2:14][C:15]2[CH:20]=[CH:19][CH:18]=[CH:17][CH:16]=2)=[CH:9][CH:8]=1)=O.[CH3:28][O:29][C:30]([C:32]1[CH:36]=[C:35]([NH2:37])[NH:34][N:33]=1)=[O:31].O.C1(C)C=CC(S(O)(=O)=O)=CC=1. Given the product [CH3:28][O:29][C:30]([C:32]1[CH:36]=[C:35]2[NH:37][C:5]([C:7]3[CH:8]=[CH:9][C:10]([O:13][CH2:14][C:15]4[CH:20]=[CH:19][CH:18]=[CH:17][CH:16]=4)=[CH:11][CH:12]=3)=[C:4]([CH:21]3[CH2:26][CH2:25][CH2:24][CH2:23][CH2:22]3)[C:3](=[O:2])[N:34]2[N:33]=1)=[O:31], predict the reactants needed to synthesize it. (2) Given the product [NH2:13][C:9]1[CH:10]=[CH:11][C:12]([C:37]2([OH:39])[CH2:38][N:35]([CH:28]([C:29]3[CH:30]=[CH:31][CH:32]=[CH:33][CH:34]=3)[C:22]3[CH:27]=[CH:26][CH:25]=[CH:24][CH:23]=3)[CH2:36]2)=[C:7]([F:6])[CH:8]=1, predict the reactants needed to synthesize it. The reactants are: C([Li])(CC)C.[F:6][C:7]1[CH:8]=[C:9]([N:13]2[Si](C)(C)CC[Si]2(C)C)[CH:10]=[CH:11][CH:12]=1.[C:22]1([CH:28]([N:35]2[CH2:38][C:37](=[O:39])[CH2:36]2)[C:29]2[CH:34]=[CH:33][CH:32]=[CH:31][CH:30]=2)[CH:27]=[CH:26][CH:25]=[CH:24][CH:23]=1.C(=O)([O-])[O-].[K+].[K+]. (3) Given the product [C:1]([O:5][C:6]([N:8]1[C:16]2[C:11](=[CH:12][CH:13]=[CH:14][CH:15]=2)[C:10]([C@H:17]2[C@H:21]([C:22]([O:24][CH2:25][CH3:26])=[O:23])[CH2:20][NH:19][CH2:18]2)=[CH:9]1)=[O:7])([CH3:4])([CH3:3])[CH3:2], predict the reactants needed to synthesize it. The reactants are: [C:1]([O:5][C:6]([N:8]1[C:16]2[C:11](=[CH:12][CH:13]=[CH:14][CH:15]=2)[C:10]([C@H:17]2[C@H:21]([C:22]([O:24][CH2:25][CH3:26])=[O:23])[CH2:20][N:19](CC3C=CC=CC=3)[CH2:18]2)=[CH:9]1)=[O:7])([CH3:4])([CH3:3])[CH3:2].ClC(OC(Cl)C)=O. (4) Given the product [CH2:2]([CH:3]1[N:5]([C:6]2[S:7][C:8]([S:11]([C:14]3[CH:15]=[CH:16][C:17]([N+:20]([O-:22])=[O:21])=[CH:18][CH:19]=3)(=[O:12])=[O:13])=[CH:9][N:10]=2)[C:25](=[O:36])[C:26]([OH:35])=[C:27]1[C:28]([C:30]1[O:31][CH:32]=[CH:33][CH:34]=1)=[O:29])[CH3:1], predict the reactants needed to synthesize it. The reactants are: [CH:1](=O)[CH2:2][CH3:3].[NH2:5][C:6]1[S:7][C:8]([S:11]([C:14]2[CH:19]=[CH:18][C:17]([N+:20]([O-:22])=[O:21])=[CH:16][CH:15]=2)(=[O:13])=[O:12])=[CH:9][N:10]=1.CO[C:25](=[O:36])[C:26](=[O:35])[CH2:27][C:28]([C:30]1[O:31][CH:32]=[CH:33][CH:34]=1)=[O:29]. (5) Given the product [OH:1][C:2]1[CH:3]=[C:4]([O:14][C:15]2[CH:20]=[CH:19][C:18]([S:21]([CH3:24])(=[O:23])=[O:22])=[CH:17][N:16]=2)[CH:5]=[C:6]2[C:10]=1[NH:9][C:8]([C:11]([O:13][CH3:26])=[O:12])=[CH:7]2, predict the reactants needed to synthesize it. The reactants are: [OH:1][C:2]1[CH:3]=[C:4]([O:14][C:15]2[CH:20]=[CH:19][C:18]([S:21]([CH3:24])(=[O:23])=[O:22])=[CH:17][N:16]=2)[CH:5]=[C:6]2[C:10]=1[NH:9][C:8]([C:11]([OH:13])=[O:12])=[CH:7]2.O.[CH3:26]O. (6) Given the product [CH3:11][C:4]1[C:3]([N:12]=[C:13]2[CH2:18][CH2:17][CH2:16][CH2:15][S:14]2=[O:19])=[C:2]([CH3:21])[CH:10]=[CH:9][C:5]=1[C:6]([OH:8])=[O:7], predict the reactants needed to synthesize it. The reactants are: Br[C:2]1[CH:10]=[CH:9][C:5]([C:6]([OH:8])=[O:7])=[C:4]([CH3:11])[C:3]=1[N:12]=[C:13]1[CH2:18][CH2:17][CH2:16][CH2:15][S:14]1=[O:19].O1CCOC[CH2:21]1.C(=O)([O-])[O-].[K+].[K+].CB1OB(C)OB(C)O1. (7) Given the product [Br:39][CH2:40][CH2:41][N:10]1[C:11]2[CH:16]=[CH:15][CH:14]=[CH:13][C:12]=2[N:8]([C:5]2[CH:6]=[CH:7][C:2]([F:1])=[CH:3][C:4]=2[CH3:19])[S:9]1(=[O:17])=[O:18], predict the reactants needed to synthesize it. The reactants are: [F:1][C:2]1[CH:7]=[CH:6][C:5]([N:8]2[C:12]3[CH:13]=[CH:14][CH:15]=[CH:16][C:11]=3[NH:10][S:9]2(=[O:18])=[O:17])=[C:4]([CH3:19])[CH:3]=1.C1(P(C2C=CC=CC=2)C2C=CC=CC=2)C=CC=CC=1.[Br:39][CH2:40][CH2:41]O.CC(OC(/N=N/C(OC(C)C)=O)=O)C. (8) Given the product [Br:1][C:2]1[CH:3]=[CH:4][C:5]([C:8]2[O:12][N:11]=[C:10]([CH3:13])[C:9]=2[CH:14]([OH:18])[CH2:15]/[CH:16]=[CH:17]/[C:20]2[CH:25]=[CH:24][CH:23]=[CH:22][CH:21]=2)=[CH:6][CH:7]=1, predict the reactants needed to synthesize it. The reactants are: [Br:1][C:2]1[CH:7]=[CH:6][C:5]([C:8]2[O:12][N:11]=[C:10]([CH3:13])[C:9]=2[CH:14]([OH:18])[CH2:15][CH:16]=[CH2:17])=[CH:4][CH:3]=1.I[C:20]1[CH:25]=[CH:24][CH:23]=[CH:22][CH:21]=1.C(N(CC)CC)C.